From a dataset of Reaction yield outcomes from USPTO patents with 853,638 reactions. Predict the reaction yield, written as a fraction of the theoretical maximum amount of product (1.0 means a 100% yield; for example, 0.34 means a 34% yield). (1) The reactants are [CH:1]1([N:4]2[C:13]([C@@H:14]([NH:16][C:17]3[N:25]=[CH:24][N:23]=[C:22]4[C:18]=3[N:19]=[CH:20][N:21]4C3CCCCO3)[CH3:15])=[CH:12][C:11]3[C:6](=[C:7]([CH3:32])[CH:8]=[CH:9][CH:10]=3)[C:5]2=[O:33])[CH2:3][CH2:2]1.C([O-])(O)=O.[Na+]. The catalyst is Cl.CCO. The product is [N:25]1[C:17]([NH:16][C@H:14]([C:13]2[N:4]([CH:1]3[CH2:3][CH2:2]3)[C:5](=[O:33])[C:6]3[C:11]([CH:12]=2)=[CH:10][CH:9]=[CH:8][C:7]=3[CH3:32])[CH3:15])=[C:18]2[C:22]([NH:21][CH:20]=[N:19]2)=[N:23][CH:24]=1. The yield is 0.830. (2) The reactants are [CH3:1][O:2][C:3]1[CH:4]=[C:5]2[C:9](=[CH:10][CH:11]=1)[N:8]([CH2:12][C:13]([O:15]C)=[O:14])[C:7](=[O:17])[CH2:6]2. The catalyst is O1CCOCC1.Cl. The product is [CH3:1][O:2][C:3]1[CH:4]=[C:5]2[C:9](=[CH:10][CH:11]=1)[N:8]([CH2:12][C:13]([OH:15])=[O:14])[C:7](=[O:17])[CH2:6]2. The yield is 0.610.